This data is from Full USPTO retrosynthesis dataset with 1.9M reactions from patents (1976-2016). The task is: Predict the reactants needed to synthesize the given product. (1) Given the product [ClH:17].[Cl:17][CH2:13][C:6]1[CH:7]=[N:8][C:9]2[C:4]([CH:5]=1)=[C:3]([O:2][CH3:1])[CH:12]=[CH:11][CH:10]=2, predict the reactants needed to synthesize it. The reactants are: [CH3:1][O:2][C:3]1[CH:12]=[CH:11][CH:10]=[C:9]2[C:4]=1[CH:5]=[C:6]([CH2:13]O)[CH:7]=[N:8]2.O=S(Cl)[Cl:17]. (2) Given the product [CH:1]1([C:4]([C:6]2[CH:11]=[CH:10][C:9]([C:12]([CH3:17])([CH3:16])[C:13]([O:20][CH2:18][CH3:19])=[O:14])=[CH:8][CH:7]=2)=[O:5])[CH2:3][CH2:2]1, predict the reactants needed to synthesize it. The reactants are: [CH:1]1([C:4]([C:6]2[CH:11]=[CH:10][C:9]([C:12]([CH3:17])([CH3:16])[C:13](N)=[O:14])=[CH:8][CH:7]=2)=[O:5])[CH2:3][CH2:2]1.[CH2:18]([OH:20])[CH3:19]. (3) Given the product [CH3:14][C:15]1([CH2:20][NH:21][C:2]2[C:7]3[N:8]=[C:9]([S:12][CH3:13])[N:10]=[CH:11][C:6]=3[CH:5]=[CH:4][N:3]=2)[CH2:19][CH2:18][O:17][CH2:16]1, predict the reactants needed to synthesize it. The reactants are: Cl[C:2]1[C:7]2[N:8]=[C:9]([S:12][CH3:13])[N:10]=[CH:11][C:6]=2[CH:5]=[CH:4][N:3]=1.[CH3:14][C:15]1([CH2:20][NH2:21])[CH2:19][CH2:18][O:17][CH2:16]1. (4) Given the product [CH:2]1([N+:8]([O-:9])=[CH:20][C:19]2[CH:22]=[CH:23][CH:24]=[CH:25][C:18]=2[S:17][C:14]2[CH:15]=[CH:16][C:11]([Cl:10])=[CH:12][CH:13]=2)[CH2:7][CH2:6][CH2:5][CH2:4][CH2:3]1, predict the reactants needed to synthesize it. The reactants are: Cl.[CH:2]1([NH:8][OH:9])[CH2:7][CH2:6][CH2:5][CH2:4][CH2:3]1.[Cl:10][C:11]1[CH:16]=[CH:15][C:14]([S:17][C:18]2[CH:25]=[CH:24][CH:23]=[CH:22][C:19]=2[CH:20]=O)=[CH:13][CH:12]=1. (5) The reactants are: Br[C:2]1[CH:3]=[N:4][C:5]2[N:6]([CH:8]=[C:9]([CH2:11][O:12][C:13]3[CH:18]=[CH:17][CH:16]=[C:15]([F:19])[CH:14]=3)[N:10]=2)[CH:7]=1.[F:20][C:21]1[C:26](B(O)O)=[CH:25][CH:24]=[CH:23][N:22]=1. Given the product [F:19][C:15]1[CH:14]=[C:13]([CH:18]=[CH:17][CH:16]=1)[O:12][CH2:11][C:9]1[N:10]=[C:5]2[N:4]=[CH:3][C:2]([C:26]3[C:21]([F:20])=[N:22][CH:23]=[CH:24][CH:25]=3)=[CH:7][N:6]2[CH:8]=1, predict the reactants needed to synthesize it. (6) Given the product [C:27]([C:24]1[CH:25]=[C:26]2[C:21](=[CH:22][C:23]=1[O:30][CH3:31])[N:20]=[CH:19][CH:18]=[C:17]2[O:16][C:13]1[CH:14]=[CH:15][C:10]([NH:9][C:8]([NH:38][CH3:37])=[O:7])=[C:11]([C:32]([F:34])([F:33])[F:35])[CH:12]=1)(=[O:29])[NH2:28], predict the reactants needed to synthesize it. The reactants are: C1([O:7][C:8](=O)[NH:9][C:10]2[CH:15]=[CH:14][C:13]([O:16][C:17]3[C:26]4[C:21](=[CH:22][C:23]([O:30][CH3:31])=[C:24]([C:27](=[O:29])[NH2:28])[CH:25]=4)[N:20]=[CH:19][CH:18]=3)=[CH:12][C:11]=2[C:32]([F:35])([F:34])[F:33])C=CC=CC=1.[CH3:37][NH2:38].